Dataset: Full USPTO retrosynthesis dataset with 1.9M reactions from patents (1976-2016). Task: Predict the reactants needed to synthesize the given product. Given the product [NH2:3][OH:1].[O:6]1[C:10]2[CH:11]=[CH:12][CH:13]=[CH:14][C:9]=2[N:8]=[C:7]1[N:15]([C:27]1[CH:32]=[CH:31][CH:30]=[CH:29][N:28]=1)[CH2:16][CH2:17][CH2:18][CH2:19][CH2:20][CH2:21][C:22]([NH:3][OH:1])=[O:23], predict the reactants needed to synthesize it. The reactants are: [OH-:1].[K+].[NH2:3]O.Cl.[O:6]1[C:10]2[CH:11]=[CH:12][CH:13]=[CH:14][C:9]=2[N:8]=[C:7]1[N:15]([C:27]1[CH:32]=[CH:31][CH:30]=[CH:29][N:28]=1)[CH2:16][CH2:17][CH2:18][CH2:19][CH2:20][CH2:21][C:22](OCC)=[O:23].